Dataset: Full USPTO retrosynthesis dataset with 1.9M reactions from patents (1976-2016). Task: Predict the reactants needed to synthesize the given product. Given the product [CH3:27][O:26][C:21]1[CH:22]=[CH:23][CH:24]=[CH:25][C:20]=1[N:17]1[CH2:16][CH2:15][N:14]([CH:11]2[CH2:12][CH2:13][NH:8][CH2:9][CH2:10]2)[CH2:19][CH2:18]1, predict the reactants needed to synthesize it. The reactants are: C([N:8]1[CH2:13][CH2:12][CH:11]([N:14]2[CH2:19][CH2:18][N:17]([C:20]3[CH:25]=[CH:24][CH:23]=[CH:22][C:21]=3[O:26][CH3:27])[CH2:16][CH2:15]2)[CH2:10][CH2:9]1)C1C=CC=CC=1.C(O)(=O)C.